From a dataset of Forward reaction prediction with 1.9M reactions from USPTO patents (1976-2016). Predict the product of the given reaction. (1) Given the reactants [C:1]1([CH:7]([CH:11]=[CH2:12])[CH2:8][CH2:9]O)[CH:6]=[CH:5][CH:4]=[CH:3][CH:2]=1.C1(P(C2C=CC=CC=2)C2C=CC=CC=2)C=CC=CC=1.C(Br)(Br)(Br)[Br:33], predict the reaction product. The product is: [Br:33][CH2:9][CH2:8][CH:7]([C:1]1[CH:6]=[CH:5][CH:4]=[CH:3][CH:2]=1)[CH:11]=[CH2:12]. (2) Given the reactants C(OC([N:8]1[CH2:13][CH:12]=[C:11]([C:14]2[C:15]3[N:16]([N:20]=[C:21]([NH:23][C:24]4[CH:29]=[CH:28][C:27]([O:30][CH3:31])=[CH:26][CH:25]=4)[N:22]=3)[CH:17]=[CH:18][CH:19]=2)[CH2:10][CH2:9]1)=O)(C)(C)C.ClCCl.FC(F)(F)C(O)=O, predict the reaction product. The product is: [CH3:31][O:30][C:27]1[CH:26]=[CH:25][C:24]([NH:23][C:21]2[N:22]=[C:15]3[C:14]([C:11]4[CH2:12][CH2:13][NH:8][CH2:9][CH:10]=4)=[CH:19][CH:18]=[CH:17][N:16]3[N:20]=2)=[CH:29][CH:28]=1. (3) The product is: [N+:16]([C:4]1[CH:3]=[C:2]([C:29]2[S:28][CH:32]=[CH:31][CH:30]=2)[CH:7]=[CH:6][C:5]=1[NH:8][C:9](=[O:15])[O:10][C:11]([CH3:14])([CH3:13])[CH3:12])([O-:18])=[O:17]. Given the reactants Br[C:2]1[CH:7]=[CH:6][C:5]([NH:8][C:9](=[O:15])[O:10][C:11]([CH3:14])([CH3:13])[CH3:12])=[C:4]([N+:16]([O-:18])=[O:17])[CH:3]=1.C([O-])([O-])=O.[K+].[K+].C(O)C.[S:28]1[CH:32]=[CH:31][CH:30]=[C:29]1B(O)O, predict the reaction product. (4) Given the reactants [Cl:1][C:2]1[CH:7]=[CH:6][C:5]([CH2:8][NH2:9])=[C:4]([F:10])[C:3]=1[O:11][C:12]1[CH:17]=[CH:16][CH:15]=[CH:14][CH:13]=1.[Cl:18][C:19]1[N:20]=[C:21]([CH3:27])[NH:22][C:23]=1[C:24](O)=[O:25].CN(C(ON1N=NC2C=CC=NC1=2)=[N+](C)C)C.F[P-](F)(F)(F)(F)F.CCN(C(C)C)C(C)C, predict the reaction product. The product is: [Cl:18][C:19]1[N:20]=[C:21]([CH3:27])[NH:22][C:23]=1[C:24]([NH:9][CH2:8][C:5]1[CH:6]=[CH:7][C:2]([Cl:1])=[C:3]([O:11][C:12]2[CH:13]=[CH:14][CH:15]=[CH:16][CH:17]=2)[C:4]=1[F:10])=[O:25]. (5) Given the reactants [OH:1][C@H:2]([C@@H:13]([NH:21][C:22](=[O:41])[C@H:23]([CH2:37][C:38](=[O:40])[NH2:39])[NH:24][C:25]([C:27]1[CH:36]=[CH:35][C:34]2[C:29](=[CH:30][CH:31]=[CH:32][CH:33]=2)[N:28]=1)=[O:26])[CH2:14][C:15]1[CH:20]=[CH:19][CH:18]=[CH:17][CH:16]=1)[CH2:3][N:4]([CH2:6][CH:7]1[CH2:12][CH2:11][CH2:10][CH2:9][CH2:8]1)[NH2:5].[CH3:42][O:43][C:44]([NH:46][C@H:47]([C:51](O)=[O:52])[CH:48]([CH3:50])[CH3:49])=[O:45].CN(C(ON1N=NC2C=CC=CC1=2)=[N+](C)C)C.F[P-](F)(F)(F)(F)F.NN, predict the reaction product. The product is: [OH:1][C@H:2]([C@@H:13]([NH:21][C:22](=[O:41])[C@H:23]([CH2:37][C:38](=[O:40])[NH2:39])[NH:24][C:25]([C:27]1[CH:36]=[CH:35][C:34]2[C:29](=[CH:30][CH:31]=[CH:32][CH:33]=2)[N:28]=1)=[O:26])[CH2:14][C:15]1[CH:20]=[CH:19][CH:18]=[CH:17][CH:16]=1)[CH2:3][N:4]([CH2:6][CH:7]1[CH2:8][CH2:9][CH2:10][CH2:11][CH2:12]1)[NH:5][C:51](=[O:52])[C@H:47]([CH:48]([CH3:49])[CH3:50])[NH:46][C:44]([O:43][CH3:42])=[O:45].